From a dataset of Full USPTO retrosynthesis dataset with 1.9M reactions from patents (1976-2016). Predict the reactants needed to synthesize the given product. Given the product [CH2:28]([N:3]([CH2:1][CH3:2])[C:4]([C:6]1[CH:7]=[CH:8][C:9]2[C:10](=[C:20]3[CH2:26][CH:25]4[N:27]([CH2:49][C:46]5[CH:47]=[CH:48][O:44][CH:45]=5)[CH:22]([CH2:23][CH2:24]4)[CH2:21]3)[C:11]3[C:16]([O:17][C:18]=2[CH:19]=1)=[CH:15][CH:14]=[CH:13][CH:12]=3)=[O:5])[CH3:29], predict the reactants needed to synthesize it. The reactants are: [CH2:1]([N:3]([CH2:28][CH3:29])[C:4]([C:6]1[CH:7]=[CH:8][C:9]2[C:10](=[C:20]3[CH2:26][CH:25]4[NH:27][CH:22]([CH2:23][CH2:24]4)[CH2:21]3)[C:11]3[C:16]([O:17][C:18]=2[CH:19]=1)=[CH:15][CH:14]=[CH:13][CH:12]=3)=[O:5])[CH3:2].C(O[BH-](OC(=O)C)OC(=O)C)(=O)C.[Na+].[O:44]1[CH:48]=[CH:47][C:46]([CH:49]=O)=[CH:45]1.